Dataset: Full USPTO retrosynthesis dataset with 1.9M reactions from patents (1976-2016). Task: Predict the reactants needed to synthesize the given product. (1) The reactants are: B(Br)(Br)Br.C[O:6][C:7]1[CH:12]=[CH:11][C:10]([N:13]2[C:21]3[CH:20]=[CH:19][N:18]=[CH:17][C:16]=3[N:15]=[C:14]2[CH3:22])=[C:9]([CH3:23])[CH:8]=1. Given the product [CH3:23][C:9]1[CH:8]=[C:7]([OH:6])[CH:12]=[CH:11][C:10]=1[N:13]1[C:21]2[CH:20]=[CH:19][N:18]=[CH:17][C:16]=2[N:15]=[C:14]1[CH3:22], predict the reactants needed to synthesize it. (2) Given the product [CH3:26][O:27][C:28]1[CH:36]=[CH:35][CH:34]=[CH:33][C:29]=1[C:30]([NH:1][C:2]1[S:3][C:4]2[C:10]([C:11]3[CH:16]=[CH:15][CH:14]=[CH:13][CH:12]=3)=[CH:9][CH:8]=[C:7]([O:17][CH3:18])[C:5]=2[N:6]=1)=[O:31], predict the reactants needed to synthesize it. The reactants are: [NH2:1][C:2]1[S:3][C:4]2[C:10]([C:11]3[CH:16]=[CH:15][CH:14]=[CH:13][CH:12]=3)=[CH:9][CH:8]=[C:7]([O:17][CH3:18])[C:5]=2[N:6]=1.C(N(CC)CC)C.[CH3:26][O:27][C:28]1[CH:36]=[CH:35][CH:34]=[CH:33][C:29]=1[C:30](Cl)=[O:31]. (3) Given the product [C:22]([N:4]1[CH:5]([C:8]([O:10][C:11]([CH3:13])([CH3:14])[CH3:12])=[O:9])[CH2:6][CH2:7][N:1]([C:15]([O:17][C:18]([CH3:21])([CH3:20])[CH3:19])=[O:16])[CH2:2][CH2:3]1)(=[O:29])[C:23]1[CH:28]=[CH:27][CH:26]=[CH:25][CH:24]=1, predict the reactants needed to synthesize it. The reactants are: [N:1]1([C:15]([O:17][C:18]([CH3:21])([CH3:20])[CH3:19])=[O:16])[CH2:7][CH2:6][CH:5]([C:8]([O:10][C:11]([CH3:14])([CH3:13])[CH3:12])=[O:9])[NH:4][CH2:3][CH2:2]1.[C:22](Cl)(=[O:29])[C:23]1[CH:28]=[CH:27][CH:26]=[CH:25][CH:24]=1. (4) The reactants are: [N:1]1([C:7]([O:9][C:10]([CH3:13])([CH3:12])[CH3:11])=[O:8])[CH2:6][CH2:5][NH:4][CH2:3][CH2:2]1.C(N(CC)CC)C.[C:21]1([O:27][C:28](Cl)=[O:29])[CH:26]=[CH:25][CH:24]=[CH:23][CH:22]=1.O. Given the product [C:21]1([O:27][C:28]([N:4]2[CH2:5][CH2:6][N:1]([C:7]([O:9][C:10]([CH3:13])([CH3:12])[CH3:11])=[O:8])[CH2:2][CH2:3]2)=[O:29])[CH:26]=[CH:25][CH:24]=[CH:23][CH:22]=1, predict the reactants needed to synthesize it. (5) Given the product [CH:64]1([NH2:70])[CH2:69][CH2:68][CH2:67][CH2:66][CH2:65]1.[C:29]([O:33][C:34](=[O:48])[CH2:35]/[C:36](=[CH:8]\[CH2:9][CH2:10][C:11]1[CH:16]=[CH:15][C:14]([C:17]2[CH:22]=[CH:21][CH:20]=[CH:19][CH:18]=2)=[C:13]([CH3:23])[CH:12]=1)/[C:37]([OH:39])=[O:38])([CH3:32])([CH3:30])[CH3:31], predict the reactants needed to synthesize it. The reactants are: CC(C)([O-])C.[K+].O[CH:8](S([O-])(=O)=O)[CH2:9][CH2:10][C:11]1[CH:16]=[CH:15][C:14]([C:17]2[CH:22]=[CH:21][CH:20]=[CH:19][CH:18]=2)=[C:13]([CH3:23])[CH:12]=1.[Na+].[C:29]([O:33][C:34](=[O:48])[CH2:35][CH:36](P(OCC)(OCC)=O)[C:37]([OH:39])=[O:38])([CH3:32])([CH3:31])[CH3:30].C(O)(=O)CC(CC(O)=O)(C(O)=O)O.[OH-].[Na+].[CH:64]1([NH2:70])[CH2:69][CH2:68][CH2:67][CH2:66][CH2:65]1. (6) Given the product [CH3:16][O:15][C:14]1[CH:13]=[C:12]2[C:8]([CH2:9][CH2:10][C:11]2=[O:17])=[CH:7][C:6]=1[O:5][CH2:4][CH2:3][CH2:2][N:18]1[CH2:22][CH2:21][CH2:20][CH2:19]1, predict the reactants needed to synthesize it. The reactants are: Br[CH2:2][CH2:3][CH2:4][O:5][C:6]1[CH:7]=[C:8]2[C:12](=[CH:13][C:14]=1[O:15][CH3:16])[C:11](=[O:17])[CH2:10][CH2:9]2.[NH:18]1[CH2:22][CH2:21][CH2:20][CH2:19]1. (7) Given the product [CH3:30][C:31]1([CH3:33])[O:3][C@@H:2]2[C@@H:4]([C@@H:6]([CH2:7][OH:8])[O:9][C@H:1]2[N:10]2[C:11](=[O:12])[NH:13][C:14](=[O:15])[CH:16]=[CH:17]2)[O:5]1, predict the reactants needed to synthesize it. The reactants are: [C@@H:1]1([N:10]2[CH:17]=[CH:16][C:14](=[O:15])[NH:13][C:11]2=[O:12])[O:9][C@H:6]([CH2:7][OH:8])[C@@H:4]([OH:5])[C@H:2]1[OH:3].OS(O)(=O)=O.CCN(CC)CC.[CH3:30][C:31]([CH3:33])=O. (8) Given the product [Cl:1][C:2]1[N:3]=[CH:4][C:5]2[CH:23]=[C:24]([C:25]3[CH:30]=[CH:29][CH:28]=[CH:27][C:26]=3[Cl:31])[N:8]([CH2:9][C@H:10]3[CH2:15][CH2:14][CH2:13][N:12]([C:16]([O:18][C:19]([CH3:20])([CH3:21])[CH3:22])=[O:17])[CH2:11]3)[C:6]=2[N:7]=1, predict the reactants needed to synthesize it. The reactants are: [Cl:1][C:2]1[N:7]=[C:6]([NH:8][CH2:9][C@H:10]2[CH2:15][CH2:14][CH2:13][N:12]([C:16]([O:18][C:19]([CH3:22])([CH3:21])[CH3:20])=[O:17])[CH2:11]2)[C:5]([C:23]#[C:24][C:25]2[CH:30]=[CH:29][CH:28]=[CH:27][C:26]=2[Cl:31])=[CH:4][N:3]=1.CC(C)([O-])C.[K+]. (9) Given the product [Cl:12][C:13]1[CH:18]=[C:17]([C:2]2[N:7]3[N:8]=[C:9]([NH2:11])[N:10]=[C:6]3[CH:5]=[CH:4][CH:3]=2)[CH:16]=[CH:15][CH:14]=1, predict the reactants needed to synthesize it. The reactants are: Br[C:2]1[N:7]2[N:8]=[C:9]([NH2:11])[N:10]=[C:6]2[CH:5]=[CH:4][CH:3]=1.[Cl:12][C:13]1[CH:14]=[C:15](B(O)O)[CH:16]=[CH:17][CH:18]=1.C(=O)([O-])[O-].[Cs+].[Cs+]. (10) Given the product [NH2:1][C:2]1[C:11]([CH:46]=[CH:45][O:47][CH2:48][CH3:49])=[CH:10][C:5]([C:6]([O:8][CH3:9])=[O:7])=[C:4]([Cl:13])[CH:3]=1, predict the reactants needed to synthesize it. The reactants are: [NH2:1][C:2]1[C:11](I)=[CH:10][C:5]([C:6]([O:8][CH3:9])=[O:7])=[C:4]([Cl:13])[CH:3]=1.[OH-].[K+].C1(P(C2CCCCC2)C2C=CC=CC=2C2C(OC)=CC=CC=2OC)CCCCC1.[CH2:45]([O:47]/[CH:48]=[CH:49]/B1OC(C)(C)C(C)(C)O1)[CH3:46].